This data is from Catalyst prediction with 721,799 reactions and 888 catalyst types from USPTO. The task is: Predict which catalyst facilitates the given reaction. (1) Reactant: [Cl:1][C:2]1[C:3]([F:31])=[C:4]([CH:8]2[C:12]([C:15]3[CH:20]=[CH:19][C:18]([Cl:21])=[CH:17][C:16]=3[F:22])([C:13]#[N:14])[CH:11]([CH2:23][C:24]([CH3:27])([CH3:26])[CH3:25])[NH:10][CH:9]2[C:28](O)=[O:29])[CH:5]=[CH:6][CH:7]=1.[NH2:32][C:33]1[CH:38]=[CH:37][C:36]([C:39]([F:42])([F:41])[F:40])=[CH:35][CH:34]=1.CN(C(ON1N=NC2C=CC=NC1=2)=[N+](C)C)C.F[P-](F)(F)(F)(F)F.CCN(C(C)C)C(C)C. Product: [F:40][C:39]([F:41])([F:42])[C:36]1[CH:35]=[CH:34][C:33]([NH:32][C:28]([CH:9]2[CH:8]([C:4]3[CH:5]=[CH:6][CH:7]=[C:2]([Cl:1])[C:3]=3[F:31])[C:12]([C:15]3[CH:20]=[CH:19][C:18]([Cl:21])=[CH:17][C:16]=3[F:22])([C:13]#[N:14])[CH:11]([CH2:23][C:24]([CH3:25])([CH3:27])[CH3:26])[NH:10]2)=[O:29])=[CH:38][CH:37]=1. The catalyst class is: 2. (2) Reactant: [CH:1]1([NH:5][C:6]([C@@H:8]2[CH2:12][CH2:11][CH2:10][N:9]2[C:13](=[O:30])[CH2:14][O:15][C:16]2[N:20]([C:21]3[CH:26]=[CH:25][CH:24]=[CH:23][CH:22]=3)[N:19]=[C:18]([C:27](O)=[O:28])[CH:17]=2)=[O:7])[CH2:4][CH2:3][CH2:2]1.CN(C(ON1N=NC2[CH:42]=[CH:43][CH:44]=NC1=2)=[N+](C)C)C.F[P-](F)(F)(F)(F)F.[CH3:55]CN(C(C)C)C(C)C.[CH2:64]([O:66][C:67]([N:69]1[CH2:74][CH2:73][N:72]([C:75](=[O:87])[C@@H:76]([NH2:86])[CH:77]([NH2:85])C(OC(C)(C)C)=O)[CH2:71][CH2:70]1)=[O:68])[CH3:65].[C:88]([O:91]CC)(=[O:90])C. Product: [CH2:64]([O:66][C:67]([N:69]1[CH2:70][CH2:71][N:72]([C:75](=[O:87])[C@@H:76]([NH:86][C:27]([C:18]2[CH:17]=[C:16]([O:15][CH2:14][C:13]([N:9]3[CH2:10][CH2:11][CH2:12][C@H:8]3[C:6](=[O:7])[NH:5][CH:1]3[CH2:4][CH2:3][CH2:2]3)=[O:30])[N:20]([C:21]3[CH:26]=[CH:25][CH:24]=[CH:23][CH:22]=3)[N:19]=2)=[O:28])[CH2:77][NH:85][C:88]([O:91][C:43]([CH3:42])([CH3:44])[CH3:55])=[O:90])[CH2:73][CH2:74]1)=[O:68])[CH3:65]. The catalyst class is: 3. (3) Reactant: [Br:1][C:2]1[NH:3][C:4]([C:9]#[N:10])=[C:5]([C:7]#[N:8])[N:6]=1.CC(C[AlH]CC(C)C)C. Product: [Br:1][C:2]1[N:6]=[C:5]2[CH:7]=[N:8][NH:10][CH:9]=[C:4]2[N:3]=1. The catalyst class is: 1. (4) Product: [CH3:1][O:2][C:3]([C:5]1([CH2:14][C:15]2[CH:16]=[CH:17][C:18]([Cl:21])=[CH:19][CH:20]=2)[CH2:9][CH2:8][C:7]([CH2:10][O:11][CH2:22][O:23][CH3:24])([CH3:12])[C:6]1=[O:13])=[O:4]. The catalyst class is: 448. Reactant: [CH3:1][O:2][C:3]([C:5]1([CH2:14][C:15]2[CH:20]=[CH:19][C:18]([Cl:21])=[CH:17][CH:16]=2)[CH2:9][CH2:8][C:7]([CH3:12])([CH2:10][OH:11])[C:6]1=[O:13])=[O:4].[CH3:22][O:23][CH2:24]OC.O=P12OP3(OP(OP(O3)(O1)=O)(=O)O2)=O. (5) Reactant: [F:1][C:2]1[CH:7]=[C:6]([F:8])[C:5]([F:9])=[CH:4][C:3]=1[CH2:10][C:11](=O)[CH2:12][C:13]([O:15][CH3:16])=[O:14].C([O-])(=O)C.[NH4+:22].C(OCC)(=O)C.CCCCCC. Product: [NH2:22]/[C:11](/[CH2:10][C:3]1[CH:4]=[C:5]([F:9])[C:6]([F:8])=[CH:7][C:2]=1[F:1])=[CH:12]\[C:13]([O:15][CH3:16])=[O:14]. The catalyst class is: 5. (6) Reactant: P(Br)(Br)[Br:2].[CH2:5]([C:13]1[CH:20]=[CH:19][C:16]([CH2:17]O)=[CH:15][CH:14]=1)[CH2:6][CH2:7][CH2:8][CH2:9][CH2:10][CH2:11][CH3:12]. Product: [CH2:5]([C:13]1[CH:20]=[CH:19][C:16]([CH2:17][Br:2])=[CH:15][CH:14]=1)[CH2:6][CH2:7][CH2:8][CH2:9][CH2:10][CH2:11][CH3:12]. The catalyst class is: 28.